From a dataset of Peptide-MHC class I binding affinity with 185,985 pairs from IEDB/IMGT. Regression. Given a peptide amino acid sequence and an MHC pseudo amino acid sequence, predict their binding affinity value. This is MHC class I binding data. (1) The peptide sequence is LLQEKYGLI. The MHC is HLA-A26:01 with pseudo-sequence HLA-A26:01. The binding affinity (normalized) is 0.0847. (2) The binding affinity (normalized) is 0.213. The peptide sequence is RPRPRTPEW. The MHC is HLA-B18:01 with pseudo-sequence HLA-B18:01. (3) The peptide sequence is LTSVDIETAI. The MHC is HLA-A68:02 with pseudo-sequence HLA-A68:02. The binding affinity (normalized) is 0.501. (4) The peptide sequence is YYMATLKNVT. The MHC is HLA-A24:02 with pseudo-sequence HLA-A24:02. The binding affinity (normalized) is 0.321. (5) The peptide sequence is IPYLRNYMV. The MHC is HLA-A31:01 with pseudo-sequence HLA-A31:01. The binding affinity (normalized) is 0.0887.